This data is from Forward reaction prediction with 1.9M reactions from USPTO patents (1976-2016). The task is: Predict the product of the given reaction. (1) Given the reactants [C:1]([O:4][C:5](=[O:7])[CH3:6])(=O)[CH3:2].C[C:9]([C:17]1[CH:26]=[CH:25][CH:24]=[C:23]2[C:18]=1[C@@H:19]1[CH2:30][C:29](=[O:31])[CH2:28][CH2:27][C@H:20]1[CH2:21][O:22]2)([CH2:11][CH2:12][CH2:13][CH2:14][CH2:15]C)C.N1C=CC=C[CH:33]=1.CN(C1C=CC=CN=1)C, predict the reaction product. The product is: [C:5]([O:4][C:1]1[C:26]([C:17]([CH3:18])([CH2:9][CH2:11][CH2:12][CH2:13][CH2:14][CH3:15])[CH3:33])=[CH:25][CH:24]=[C:23]2[C:2]=1[C@@H:27]1[CH2:28][C:29](=[O:31])[CH2:30][CH2:19][C@H:20]1[CH2:21][O:22]2)(=[O:7])[CH3:6]. (2) Given the reactants C[OH:2].Cl.Cl.Cl.[CH3:6][C:7]1[CH:27]=[CH:26][C:10]([CH2:11][NH:12][C:13]([NH:15][C:16]([NH:18][CH2:19][CH2:20][CH2:21][CH2:22][CH2:23][CH2:24][CH3:25])=[NH:17])=[NH:14])=[CH:9][CH:8]=1.[CH3:28][C:29]([CH3:31])=[O:30], predict the reaction product. The product is: [C:29]([OH:2])(=[O:30])[CH3:31].[CH3:28][C:29]1([CH3:31])[N:14]=[C:13]([NH:12][CH2:11][C:10]2[CH:9]=[CH:8][C:7]([CH3:6])=[CH:27][CH:26]=2)[NH:15][C:16]([NH:18][CH2:19][CH2:20][CH2:21][CH2:22][CH2:23][CH2:24][CH3:25])=[N:17]1. (3) The product is: [C:24]([O:9][C:8](=[O:10])[C:7]1[CH:11]=[CH:12][C:4]([C:1](=[O:3])[CH3:2])=[CH:5][CH:6]=1)([CH3:27])([CH3:26])[CH3:25]. Given the reactants [C:1]([C:4]1[CH:12]=[CH:11][C:7]([C:8]([OH:10])=[O:9])=[CH:6][CH:5]=1)(=[O:3])[CH3:2].C(Cl)(=O)C(Cl)=O.CN(C=O)C.[C:24](O)([CH3:27])([CH3:26])[CH3:25], predict the reaction product. (4) Given the reactants [Cl:1][C:2]1[CH:13]=[C:12]([F:14])[C:11]([N:15]2[C:20](=[O:21])[CH:19]=[C:18]([C:22]([F:25])([F:24])[F:23])[N:17]([CH3:26])[C:16]2=[O:27])=[CH:10][C:3]=1[O:4][CH:5]([CH3:9])[C:6](O)=[O:7].Cl.[CH3:29][O:30][C:31](=[O:35])[CH2:32][CH2:33][NH2:34].CN1CCOCC1.F[B-](F)(F)F.N1(OC(N(C)C)=[N+](C)C)C2C=CC=CC=2N=N1, predict the reaction product. The product is: [CH3:29][O:30][C:31](=[O:35])[CH2:32][CH2:33][NH:34][C:6](=[O:7])[CH:5]([O:4][C:3]1[CH:10]=[C:11]([N:15]2[C:20](=[O:21])[CH:19]=[C:18]([C:22]([F:23])([F:25])[F:24])[N:17]([CH3:26])[C:16]2=[O:27])[C:12]([F:14])=[CH:13][C:2]=1[Cl:1])[CH3:9]. (5) The product is: [Cl:27][C:26]1[C:25]([O:28][CH3:29])=[CH:24][C:23]([O:30][CH3:31])=[C:22]([Cl:32])[C:21]=1[C:16]1[CH:17]=[C:18]2[C:13](=[CH:14][CH:15]=1)[N:12]=[C:11]([NH:10][C@H:5]1[C@@H:4]([NH2:1])[CH2:9][CH2:8][O:7][CH2:6]1)[N:20]=[CH:19]2. Given the reactants [N:1]([C@H:4]1[CH2:9][CH2:8][O:7][CH2:6][C@H:5]1[NH:10][C:11]1[N:20]=[CH:19][C:18]2[C:13](=[CH:14][CH:15]=[C:16]([C:21]3[C:26]([Cl:27])=[C:25]([O:28][CH3:29])[CH:24]=[C:23]([O:30][CH3:31])[C:22]=3[Cl:32])[CH:17]=2)[N:12]=1)=[N+]=[N-], predict the reaction product. (6) Given the reactants [C:1]([C:4]1[CH:11]=[CH:10][CH:9]=[CH:8][C:5]=1[CH:6]=[O:7])([OH:3])=O.[PH2:12]([OH:14])=[O:13], predict the reaction product. The product is: [O:7]=[C:6]1[C:5]2[C:4](=[CH:11][CH:10]=[CH:9][CH:8]=2)[CH:1]([P:12]([CH:6]2[C:5]3[C:4](=[CH:11][CH:10]=[CH:9][CH:8]=3)[C:1](=[O:3])[O:7]2)(=[O:14])[OH:13])[O:3]1. (7) Given the reactants [O:1]=[C:2]1[CH:7]([N:8]2[C:16](=[O:17])[C:15]3[C:10](=[CH:11][CH:12]=[CH:13][C:14]=3[NH:18][CH2:19][CH2:20][O:21][CH2:22][CH2:23][O:24][CH2:25][CH2:26][O:27][CH2:28][CH2:29][O:30][C:31]3[CH:36]=[CH:35][C:34]([N+:37]([O-])=O)=[CH:33][CH:32]=3)[C:9]2=[O:40])[CH2:6][CH2:5][C:4](=[O:41])[NH:3]1.[Cl-].[NH4+], predict the reaction product. The product is: [NH2:37][C:34]1[CH:33]=[CH:32][C:31]([O:30][CH2:29][CH2:28][O:27][CH2:26][CH2:25][O:24][CH2:23][CH2:22][O:21][CH2:20][CH2:19][NH:18][C:14]2[CH:13]=[CH:12][CH:11]=[C:10]3[C:15]=2[C:16](=[O:17])[N:8]([CH:7]2[CH2:6][CH2:5][C:4](=[O:41])[NH:3][C:2]2=[O:1])[C:9]3=[O:40])=[CH:36][CH:35]=1. (8) Given the reactants C1C=C(Cl)C=C(C(OO)=[O:9])C=1.[N:12]1[C:21]2[C:16](=[N:17][CH:18]=[CH:19][CH:20]=2)[CH:15]=[CH:14][CH:13]=1, predict the reaction product. The product is: [N+:12]1([O-:9])[C:21]2[C:16](=[N:17][CH:18]=[CH:19][CH:20]=2)[CH:15]=[CH:14][CH:13]=1. (9) Given the reactants Cl.[NH2:2][CH2:3][C:4]1[CH:9]=[CH:8][C:7]([OH:10])=[CH:6][C:5]=1[F:11].[O:12]1[C:16]2[CH:17]=[CH:18][C:19]([O:21][C:22]3[N:30]=[CH:29][CH:28]=[CH:27][C:23]=3[C:24](O)=[O:25])=[CH:20][C:15]=2[O:14][CH2:13]1.O.ON1C2C=CC=CC=2N=N1.Cl.CN(C)CCCN=C=NCC.C(N(CC)CC)C.[OH-].[Li+].[OH-].[Na+], predict the reaction product. The product is: [O:12]1[C:16]2[CH:17]=[CH:18][C:19]([O:21][C:22]3[N:30]=[CH:29][CH:28]=[CH:27][C:23]=3[C:24]([NH:2][CH2:3][C:4]3[CH:9]=[CH:8][C:7]([OH:10])=[CH:6][C:5]=3[F:11])=[O:25])=[CH:20][C:15]=2[O:14][CH2:13]1.